This data is from Reaction yield outcomes from USPTO patents with 853,638 reactions. The task is: Predict the reaction yield, written as a fraction of the theoretical maximum amount of product (1.0 means a 100% yield; for example, 0.34 means a 34% yield). (1) The reactants are [Cl:1][C:2]1[CH:18]=[C:17]([Cl:19])[CH:16]=[CH:15][C:3]=1[CH2:4][NH:5][C:6](=[O:14])[C:7]1[CH:12]=[CH:11][C:10]([OH:13])=[N:9][CH:8]=1.[CH2:20](I)[CH3:21].C(=O)([O-])[O-].[K+].[K+]. The catalyst is C(#N)C. The product is [Cl:1][C:2]1[CH:18]=[C:17]([Cl:19])[CH:16]=[CH:15][C:3]=1[CH2:4][NH:5][C:6]([C:7]1[CH:12]=[CH:11][C:10](=[O:13])[N:9]([CH2:20][CH3:21])[CH:8]=1)=[O:14]. The yield is 0.326. (2) The reactants are [CH3:1][C:2]1[N:3]([CH2:29][C:30]([O:32][CH2:33][CH3:34])=[O:31])[C:4]([C:23]2[CH:28]=[CH:27][CH:26]=[CH:25][CH:24]=2)=[CH:5][C:6]=1[CH2:7][C:8]1[CH:13]=[CH:12][CH:11]=[CH:10][C:9]=1[S:14]([N:17]1[CH2:22][CH2:21][O:20][CH2:19][CH2:18]1)(=[O:16])=[O:15].[C:35](O)([C:37]([F:40])([F:39])[F:38])=[O:36]. The catalyst is C(Cl)Cl.CN(C1C=CN=CC=1)C. The product is [CH3:1][C:2]1[N:3]([CH2:29][C:30]([O:32][CH2:33][CH3:34])=[O:31])[C:4]([C:23]2[CH:24]=[CH:25][CH:26]=[CH:27][CH:28]=2)=[C:5]([C:35](=[O:36])[C:37]([F:40])([F:39])[F:38])[C:6]=1[CH2:7][C:8]1[CH:13]=[CH:12][CH:11]=[CH:10][C:9]=1[S:14]([N:17]1[CH2:18][CH2:19][O:20][CH2:21][CH2:22]1)(=[O:16])=[O:15]. The yield is 0.670. (3) The reactants are [Cl:1][C:2]1[CH:7]=[C:6]([Cl:8])[CH:5]=[CH:4][C:3]=1[C:9]1[N:10]=[C:11](/[CH:16]=[CH:17]/[C:18]2[CH:23]=[CH:22][C:21]([C:24]3[CH:29]=[CH:28][C:27]([O:30][C:31]4[CH:36]=[CH:35][C:34]([NH2:37])=[CH:33][CH:32]=4)=[CH:26][CH:25]=3)=[CH:20][CH:19]=2)[N:12]([CH2:14][CH3:15])[CH:13]=1.[C:38](Cl)(=[O:40])[CH3:39]. No catalyst specified. The product is [Cl:1][C:2]1[CH:7]=[C:6]([Cl:8])[CH:5]=[CH:4][C:3]=1[C:9]1[N:10]=[C:11](/[CH:16]=[CH:17]/[C:18]2[CH:23]=[CH:22][C:21]([C:24]3[CH:29]=[CH:28][C:27]([O:30][C:31]4[CH:32]=[CH:33][C:34]([NH:37][C:38](=[O:40])[CH3:39])=[CH:35][CH:36]=4)=[CH:26][CH:25]=3)=[CH:20][CH:19]=2)[N:12]([CH2:14][CH3:15])[CH:13]=1. The yield is 0.600.